From a dataset of Reaction yield outcomes from USPTO patents with 853,638 reactions. Predict the reaction yield, written as a fraction of the theoretical maximum amount of product (1.0 means a 100% yield; for example, 0.34 means a 34% yield). (1) The reactants are C[O:2][C:3]([C:5]1[CH:10]=[CH:9][CH:8]=[C:7]([N+:11]([O-])=O)[C:6]=1[CH:14](C(OC)=O)[C:15]([O:17]C)=O)=[O:4]. The catalyst is Cl. The product is [C:3]([C:5]1[CH:10]=[CH:9][CH:8]=[C:7]2[C:6]=1[CH2:14][C:15](=[O:17])[NH:11]2)([OH:2])=[O:4]. The yield is 0.370. (2) The reactants are [CH3:1][N:2]([CH3:36])[CH2:3][CH2:4][O:5][C:6]1[N:11]=[CH:10][C:9]([NH:12][C:13](=[O:31])[CH2:14][C:15]2[CH:20]=[CH:19][C:18](B3OC(C)(C)C(C)(C)O3)=[CH:17][C:16]=2[F:30])=[CH:8][C:7]=1[C:32]([F:35])([F:34])[F:33].[CH2:37]([O:44][C:45]1[CH:50]=[C:49]([O:51][CH2:52][CH3:53])[C:48](I)=[CH:47][N:46]=1)[C:38]1[CH:43]=[CH:42][CH:41]=[CH:40][CH:39]=1.C([O-])([O-])=O.[Cs+].[Cs+]. The catalyst is O1CCOCC1.O.C1C=CC(P(C2C=CC=CC=2)[C-]2C=CC=C2)=CC=1.C1C=CC(P(C2C=CC=CC=2)[C-]2C=CC=C2)=CC=1.Cl[Pd]Cl.[Fe+2]. The product is [CH2:37]([O:44][C:45]1[N:46]=[CH:47][C:48]([C:18]2[CH:19]=[CH:20][C:15]([CH2:14][C:13]([NH:12][C:9]3[CH:10]=[N:11][C:6]([O:5][CH2:4][CH2:3][N:2]([CH3:1])[CH3:36])=[C:7]([C:32]([F:33])([F:34])[F:35])[CH:8]=3)=[O:31])=[C:16]([F:30])[CH:17]=2)=[C:49]([O:51][CH2:52][CH3:53])[CH:50]=1)[C:38]1[CH:39]=[CH:40][CH:41]=[CH:42][CH:43]=1. The yield is 0.119. (3) The reactants are ClCCl.C([O-])([O-])=O.[Cs+].[Cs+].[Cl:10][C:11]1[CH:12]=[C:13](B(O)O)[CH:14]=[CH:15][C:16]=1[O:17][CH3:18].Cl[C:23]1[N:24]=[C:25]([CH2:44][CH3:45])[C:26]2[CH2:31][CH2:30][N:29]([C:32]3[CH:37]=[CH:36][C:35]([CH2:38][C:39]([O:41][CH2:42][CH3:43])=[O:40])=[CH:34][CH:33]=3)[C:27]=2[N:28]=1. The catalyst is O1CCOCC1. The product is [Cl:10][C:11]1[CH:12]=[C:13]([C:23]2[N:24]=[C:25]([CH2:44][CH3:45])[C:26]3[CH2:31][CH2:30][N:29]([C:32]4[CH:33]=[CH:34][C:35]([CH2:38][C:39]([O:41][CH2:42][CH3:43])=[O:40])=[CH:36][CH:37]=4)[C:27]=3[N:28]=2)[CH:14]=[CH:15][C:16]=1[O:17][CH3:18]. The yield is 0.660. (4) The reactants are Cl[C:2]1[C:11]2[C:6](=[CH:7][CH:8]=[CH:9][CH:10]=2)[N:5]=[C:4]([CH3:12])[N:3]=1.[F:13][CH:14]([F:23])[O:15][C:16]1[CH:21]=[CH:20][C:19]([NH2:22])=[CH:18][CH:17]=1.C([O-])(=O)C.[Na+]. The catalyst is C(OCC)(=O)C. The product is [F:13][CH:14]([F:23])[O:15][C:16]1[CH:17]=[CH:18][C:19]([NH:22][C:2]2[C:11]3[C:6](=[CH:7][CH:8]=[CH:9][CH:10]=3)[N:5]=[C:4]([CH3:12])[N:3]=2)=[CH:20][CH:21]=1. The yield is 0.940. (5) The reactants are Cl.O.[Cl:3][C:4]1[CH:22]=[C:21]([N+:23]([O-])=O)[CH:20]=[CH:19][C:5]=1[N:6]([CH2:13][CH2:14][CH2:15][CH2:16][CH2:17][CH3:18])[CH2:7][CH2:8][CH2:9][CH2:10][CH2:11][CH3:12].CCN(CC)CC. The catalyst is CO.[Fe]. The product is [Cl:3][C:4]1[CH:22]=[C:21]([NH2:23])[CH:20]=[CH:19][C:5]=1[N:6]([CH2:13][CH2:14][CH2:15][CH2:16][CH2:17][CH3:18])[CH2:7][CH2:8][CH2:9][CH2:10][CH2:11][CH3:12]. The yield is 0.970. (6) The reactants are [Na].[C:2]([C:5]1[CH:10]=[CH:9][C:8]([CH2:11][N:12]2[C:25]3[C:20](=[CH:21][CH:22]=[CH:23][CH:24]=3)[C:19](=O)[C:18]3[CH:17]=[CH:16][CH:15]=[CH:14][C:13]2=3)=[C:7]([F:27])[CH:6]=1)([OH:4])=[O:3].Cl.[N+:29]([O-:32])([OH:31])=[O:30]. The catalyst is CC(C)=O.[Zn]. The product is [N+:29]([O-:32])([O-:31])=[O:30].[N+:29]([O-:32])([O-:31])=[O:30].[C:2]([C:5]1[CH:10]=[CH:9][C:8]([CH2:11][N+:12]2[C:13]3[C:18](=[CH:17][CH:16]=[CH:15][CH:14]=3)[C:19]([C:19]3[C:18]4[C:13]([N+:12]([CH2:11][C:8]5[CH:9]=[CH:10][C:5]([C:2]([OH:4])=[O:3])=[CH:6][C:7]=5[F:27])=[C:25]5[C:20]=3[CH:21]=[CH:22][CH:23]=[CH:24]5)=[CH:14][CH:15]=[CH:16][CH:17]=4)=[C:20]3[C:25]=2[CH:24]=[CH:23][CH:22]=[CH:21]3)=[C:7]([F:27])[CH:6]=1)([OH:4])=[O:3]. The yield is 0.940. (7) The reactants are [CH2:1]([O:8][CH2:9][CH:10]=[CH:11][CH:12]=[O:13])[C:2]1[CH:7]=[CH:6][CH:5]=[CH:4][CH:3]=1.[Cl:14][C:15]1[CH:23]=[C:22]2[C:18]([CH:19]=[CH:20][NH:21]2)=[CH:17][CH:16]=1.[N+](C1C=C([N+]([O-])=O)C=CC=1C(O)=O)([O-])=O.C([C@@H]1N[C@H](C(C)(C)C)N(C)C1=O)C1C=CC=CC=1. The catalyst is C(Cl)Cl.C(O)(C)C. The product is [CH2:1]([O:8][CH2:9][C@@H:10]([C:19]1[C:18]2[C:22](=[CH:23][C:15]([Cl:14])=[CH:16][CH:17]=2)[NH:21][CH:20]=1)[CH2:11][CH:12]=[O:13])[C:2]1[CH:7]=[CH:6][CH:5]=[CH:4][CH:3]=1. The yield is 0.730. (8) The reactants are [NH:1]1[C:9]2[C:4](=[CH:5][CH:6]=[CH:7][CH:8]=2)[CH2:3][C:2]1=[O:10].[CH:11](OCC)=[O:12].CC[O-].[Na+].Cl. The catalyst is CCO.O. The product is [OH:12][CH:11]=[C:3]1[C:4]2[C:9](=[CH:8][CH:7]=[CH:6][CH:5]=2)[NH:1][C:2]1=[O:10]. The yield is 0.830. (9) The reactants are [CH:1](=[N:8]/[C:9]1[CH:17]=[CH:16][CH:15]=[C:14]2[C:10]=1[CH2:11][O:12][C:13]2=[O:18])\[C:2]1[CH:7]=[CH:6][CH:5]=[CH:4][CH:3]=1.[O:19]1[CH:23]=[CH:22][C:21]([CH:24]=O)=[CH:20]1.[CH2:26]([OH:28])[CH3:27]. The catalyst is C(OCC)(=O)CC. The product is [O:19]1[CH:23]=[CH:22][C:21]([CH:24]2[C:26](=[O:28])[C:27]3[C:14]([C:13]([O:12][CH2:11][CH3:10])=[O:18])=[CH:15][CH:16]=[CH:17][C:9]=3[NH:8][CH:1]2[C:2]2[CH:3]=[CH:4][CH:5]=[CH:6][CH:7]=2)=[CH:20]1. The yield is 0.0500. (10) The reactants are [CH3:1][O:2][C:3]1[C:11]([CH3:12])=[C:10]2[C:6]([C:7](=[O:13])[O:8][CH2:9]2)=[C:5]([O:14][CH2:15][CH2:16][Si:17]([CH3:20])([CH3:19])[CH3:18])[C:4]=1[CH2:21]C=O.C1(P(C2C=CC=CC=2)(C2C=CC=CC=2)=[C:31]([CH3:34])[CH:32]=[O:33])C=CC=CC=1.[C:47]1(C)C=CC=CC=1. The product is [CH3:1][O:2][C:3]1[C:11]([CH3:12])=[C:10]2[C:6]([C:7](=[O:13])[O:8][CH2:9]2)=[C:5]([O:14][CH2:15][CH2:16][Si:17]([CH3:18])([CH3:20])[CH3:19])[C:4]=1[CH2:21][CH:47]=[C:31]([CH3:34])[CH:32]=[O:33]. No catalyst specified. The yield is 0.830.